Dataset: Full USPTO retrosynthesis dataset with 1.9M reactions from patents (1976-2016). Task: Predict the reactants needed to synthesize the given product. (1) Given the product [F:1][C:2]1[CH:7]=[CH:6][C:5]([C:8]2[N:12]([CH2:13][C:14]([F:17])([F:15])[F:16])[N:11]=[C:10]([C:18]([OH:20])=[O:19])[CH:9]=2)=[CH:4][CH:3]=1, predict the reactants needed to synthesize it. The reactants are: [F:1][C:2]1[CH:7]=[CH:6][C:5]([C:8]2[N:12]([CH2:13][C:14]([F:17])([F:16])[F:15])[N:11]=[C:10]([C:18]([O:20]CC)=[O:19])[CH:9]=2)=[CH:4][CH:3]=1.O.[OH-].[Li+].O.Cl. (2) Given the product [Cl:1][C:2]1[S:6][C:5]([C:7]2[N:11]([C:12]3[CH:17]=[CH:16][C:15]([Cl:18])=[CH:14][C:13]=3[Cl:19])[N:10]=[C:9]([C:20](=[O:21])[CH2:31][C:30]([N:24]3[CH2:29][CH2:28][CH2:27][CH2:26][CH2:25]3)=[O:32])[C:8]=2[CH3:23])=[CH:4][CH:3]=1, predict the reactants needed to synthesize it. The reactants are: [Cl:1][C:2]1[S:6][C:5]([C:7]2[N:11]([C:12]3[CH:17]=[CH:16][C:15]([Cl:18])=[CH:14][C:13]=3[Cl:19])[N:10]=[C:9]([C:20](Cl)=[O:21])[C:8]=2[CH3:23])=[CH:4][CH:3]=1.[N:24]1([C:30](=[O:32])[CH3:31])[CH2:29][CH2:28][CH2:27][CH2:26][CH2:25]1.C[Si]([N-][Si](C)(C)C)(C)C.[Li+]. (3) The reactants are: [Cl:1][C:2]1[C:16]([Cl:17])=[CH:15][C:5]2[NH:6][C:7]([C:9](=[O:14])[C:10]([F:13])([F:12])[F:11])=[N:8][C:4]=2[CH:3]=1.[CH:18]([Mg]Br)=[CH2:19]. Given the product [Cl:17][C:16]1[C:2]([Cl:1])=[CH:3][C:4]2[NH:8][C:7]([C:9]([OH:14])([CH:18]=[CH2:19])[C:10]([F:13])([F:11])[F:12])=[N:6][C:5]=2[CH:15]=1, predict the reactants needed to synthesize it.